This data is from Full USPTO retrosynthesis dataset with 1.9M reactions from patents (1976-2016). The task is: Predict the reactants needed to synthesize the given product. (1) Given the product [Cl:37][C:30]1[C:13]([CH2:12][S:9][C:6]2[CH2:5][C:4]([CH3:14])([CH3:3])[O:8][N:7]=2)=[C:33]([Cl:34])[N:32]([CH2:35][CH3:36])[N:31]=1, predict the reactants needed to synthesize it. The reactants are: [SH-].[Na+].[CH3:3][C:4]1([CH3:14])[O:8][N:7]=[C:6]([S:9]([CH2:12][CH3:13])(=O)=O)[CH2:5]1.C(=O)([O-])[O-].[K+].[K+].C(S([O-])=O)O.[Na+].BrCC1[C:30]([Cl:37])=[N:31][N:32]([CH2:35][CH3:36])[C:33]=1[Cl:34]. (2) Given the product [Si:1]([O:25][CH2:24][C:23]1[CH:26]=[CH:27][C:20]([Br:19])=[CH:21][CH:22]=1)([C:14]([CH3:17])([CH3:16])[CH3:15])([C:8]1[CH:13]=[CH:12][CH:11]=[CH:10][CH:9]=1)[C:2]1[CH:7]=[CH:6][CH:5]=[CH:4][CH:3]=1, predict the reactants needed to synthesize it. The reactants are: [Si:1](Cl)([C:14]([CH3:17])([CH3:16])[CH3:15])([C:8]1[CH:13]=[CH:12][CH:11]=[CH:10][CH:9]=1)[C:2]1[CH:7]=[CH:6][CH:5]=[CH:4][CH:3]=1.[Br:19][C:20]1[CH:27]=[CH:26][C:23]([CH2:24][OH:25])=[CH:22][CH:21]=1.C(N(CC)CC)C.CN(C1C=CC=CN=1)C. (3) Given the product [Si:28]([O:13][C:12]1([OH:42])[C:4]2[C:5](=[N:6][CH:7]=[C:2]([Cl:1])[CH:3]=2)[CH:8]=[CH:9][C:10]2[CH:17]=[N:16][C:15]([Cl:18])=[CH:14][C:11]1=2)([C:25]([CH3:27])([CH3:26])[CH3:24])([C:35]1[CH:40]=[CH:39][CH:38]=[CH:37][CH:36]=1)[C:29]1[CH:34]=[CH:33][CH:32]=[CH:31][CH:30]=1, predict the reactants needed to synthesize it. The reactants are: [Cl:1][C:2]1[CH:3]=[C:4]2[CH:12]([OH:13])[C:11]3[CH:14]=[C:15]([Cl:18])[N:16]=[CH:17][C:10]=3[CH:9]=[CH:8][C:5]2=[N:6][CH:7]=1.N1C=CN=C1.[CH3:24][C:25]([Si:28](Cl)([C:35]1[CH:40]=[CH:39][CH:38]=[CH:37][CH:36]=1)[C:29]1[CH:34]=[CH:33][CH:32]=[CH:31][CH:30]=1)([CH3:27])[CH3:26].[OH2:42]. (4) Given the product [C:26]([C:28]([C:31]1[CH:32]=[C:33]([CH:37]=[CH:38][CH:39]=1)[C:34]([NH:1][C:2]1[CH:3]=[CH:4][C:5]([O:24][CH3:25])=[C:6]([O:7][C:8]2[CH:9]=[CH:10][C:11]3[N:12]([CH:14]=[C:15]([NH:17][C:18]([CH:20]4[CH2:21][CH2:22]4)=[O:19])[N:16]=3)[N:13]=2)[CH:23]=1)=[O:35])([CH3:30])[CH3:29])#[N:27], predict the reactants needed to synthesize it. The reactants are: [NH2:1][C:2]1[CH:3]=[CH:4][C:5]([O:24][CH3:25])=[C:6]([CH:23]=1)[O:7][C:8]1[CH:9]=[CH:10][C:11]2[N:12]([CH:14]=[C:15]([NH:17][C:18]([CH:20]3[CH2:22][CH2:21]3)=[O:19])[N:16]=2)[N:13]=1.[C:26]([C:28]([C:31]1[CH:32]=[C:33]([CH:37]=[CH:38][CH:39]=1)[C:34](O)=[O:35])([CH3:30])[CH3:29])#[N:27].Cl.CN(C)CCCN=C=NCC.ON1C2C=CC=CC=2N=N1.